This data is from Forward reaction prediction with 1.9M reactions from USPTO patents (1976-2016). The task is: Predict the product of the given reaction. (1) Given the reactants [H-].[Na+].[N:3]1[CH:8]=[CH:7][CH:6]=[CH:5][C:4]=1[NH:9][CH:10]=[O:11].[CH:12](OC(=O)C)=[O:13], predict the reaction product. The product is: [CH:10]([N:9]([C:4]1[CH:5]=[CH:6][CH:7]=[CH:8][N:3]=1)[CH:12]=[O:13])=[O:11]. (2) Given the reactants [Cl:1][C:2]1[N:3]=[C:4]([N:13]2[CH2:18][CH2:17][O:16][CH2:15][CH2:14]2)[C:5]2[S:10][C:9]([CH:11]=O)=[CH:8][C:6]=2[N:7]=1.[C:19]([O:23][C:24]([N:26]1[CH2:31][CH2:30][NH:29][CH2:28][CH2:27]1)=[O:25])([CH3:22])([CH3:21])[CH3:20], predict the reaction product. The product is: [C:19]([O:23][C:24]([N:26]1[CH2:31][CH2:30][N:29]([CH2:11][C:9]2[S:10][C:5]3[C:4]([N:13]4[CH2:18][CH2:17][O:16][CH2:15][CH2:14]4)=[N:3][C:2]([Cl:1])=[N:7][C:6]=3[CH:8]=2)[CH2:28][CH2:27]1)=[O:25])([CH3:22])([CH3:20])[CH3:21]. (3) Given the reactants [C:1]([N:4]1[CH2:9][CH2:8][C@H:7]([NH:10][C:11](=[O:20])[O:12][CH2:13][C:14]2[CH:19]=[CH:18][CH:17]=[CH:16][CH:15]=2)[C@H:6]([O:21][CH3:22])[CH2:5]1)(=[O:3])[NH2:2].Br[CH:24]([CH2:34][CH2:35][CH3:36])[C:25](=O)[C:26]([O:28][CH2:29][CH2:30]CC)=[O:27].C(=O)(O)[O-].[Na+], predict the reaction product. The product is: [CH2:13]([O:12][C:11]([NH:10][C@H:7]1[CH2:8][CH2:9][N:4]([C:1]2[O:3][C:24]([CH2:34][CH2:35][CH3:36])=[C:25]([C:26]([O:28][CH2:29][CH3:30])=[O:27])[N:2]=2)[CH2:5][C@H:6]1[O:21][CH3:22])=[O:20])[C:14]1[CH:15]=[CH:16][CH:17]=[CH:18][CH:19]=1.